Regression. Given a peptide amino acid sequence and an MHC pseudo amino acid sequence, predict their binding affinity value. This is MHC class II binding data. From a dataset of Peptide-MHC class II binding affinity with 134,281 pairs from IEDB. (1) The peptide sequence is LVDANGTLHDKKSMG. The MHC is DRB1_0901 with pseudo-sequence DRB1_0901. The binding affinity (normalized) is 0.0943. (2) The peptide sequence is RYVLMDGSIIQFPNT. The MHC is DRB1_0101 with pseudo-sequence DRB1_0101. The binding affinity (normalized) is 0.709. (3) The peptide sequence is YDKFLANVNTVLTGK. The MHC is DRB1_0404 with pseudo-sequence DRB1_0404. The binding affinity (normalized) is 0.815. (4) The peptide sequence is VKEEGKEELQEIPTM. The MHC is DRB1_0301 with pseudo-sequence DRB1_0301. The binding affinity (normalized) is 0.301. (5) The peptide sequence is YQSYGPSGQYTHEFD. The binding affinity (normalized) is 0. The MHC is DRB1_0802 with pseudo-sequence DRB1_0802. (6) The peptide sequence is YNYMEPYVSKNPRQA. The MHC is DRB3_0101 with pseudo-sequence DRB3_0101. The binding affinity (normalized) is 0.242. (7) The peptide sequence is RNGEVIGLYGNGILV. The MHC is HLA-DQA10303-DQB10402 with pseudo-sequence HLA-DQA10303-DQB10402. The binding affinity (normalized) is 0. (8) The peptide sequence is IEVNPPFGDSYIIVG. The MHC is DRB1_0901 with pseudo-sequence DRB1_0901. The binding affinity (normalized) is 0.168. (9) The peptide sequence is QAYAATVAAAPQVKY. The binding affinity (normalized) is 0.0175. The MHC is HLA-DQA10102-DQB10502 with pseudo-sequence HLA-DQA10102-DQB10502. (10) The peptide sequence is EERVERIKSEYMTSW. The MHC is DRB3_0301 with pseudo-sequence DRB3_0301. The binding affinity (normalized) is 0.473.